The task is: Predict the reactants needed to synthesize the given product.. This data is from Full USPTO retrosynthesis dataset with 1.9M reactions from patents (1976-2016). Given the product [CH2:9]([N:16]1[C:17]2[N:25]=[CH:24][CH:23]=[CH:22][C:18]=2[C:19](=[O:21])[O:20][C:2]1=[O:3])[C:10]1[CH:11]=[CH:12][CH:13]=[CH:14][CH:15]=1, predict the reactants needed to synthesize it. The reactants are: Cl[C:2](OC(Cl)(Cl)Cl)=[O:3].[CH2:9]([NH:16][C:17]1[N:25]=[CH:24][CH:23]=[CH:22][C:18]=1[C:19]([OH:21])=[O:20])[C:10]1[CH:15]=[CH:14][CH:13]=[CH:12][CH:11]=1.